Predict the reactants needed to synthesize the given product. From a dataset of Full USPTO retrosynthesis dataset with 1.9M reactions from patents (1976-2016). (1) Given the product [Cl:1][C:2]1[CH:3]=[C:4]([S:17]([NH2:20])(=[O:18])=[O:19])[CH:5]=[CH:6][C:7]=1[O:8][CH2:9][C:10]1([F:16])[CH2:15][CH2:14][N:13]([CH:23]2[CH2:24][O:21][CH2:22]2)[CH2:12][CH2:11]1, predict the reactants needed to synthesize it. The reactants are: [Cl:1][C:2]1[CH:3]=[C:4]([S:17]([NH2:20])(=[O:19])=[O:18])[CH:5]=[CH:6][C:7]=1[O:8][CH2:9][C:10]1([F:16])[CH2:15][CH2:14][NH:13][CH2:12][CH2:11]1.[O:21]1[CH2:24][C:23](=O)[CH2:22]1.C([BH3-])#N. (2) Given the product [S:1](=[O:38])(=[O:37])([O:3][C:4]1[CH:5]=[CH:6][C:7]([C:10]2[O:11][C:12]([C@H:15]([NH:26][C:27]3[CH:32]=[CH:31][C:30]([C:33]#[N:34])=[C:29]([Cl:35])[C:28]=3[CH3:36])[C@@H:16]([OH:18])[CH3:17])=[N:13][N:14]=2)=[CH:8][CH:9]=1)[NH2:2], predict the reactants needed to synthesize it. The reactants are: [S:1](=[O:38])(=[O:37])([O:3][C:4]1[CH:9]=[CH:8][C:7]([C:10]2[O:11][C:12]([C@H:15]([NH:26][C:27]3[CH:32]=[CH:31][C:30]([C:33]#[N:34])=[C:29]([Cl:35])[C:28]=3[CH3:36])[C@@H:16]([O:18][Si](C(C)(C)C)(C)C)[CH3:17])=[N:13][N:14]=2)=[CH:6][CH:5]=1)[NH2:2].CCCC[N+](CCCC)(CCCC)CCCC.[F-].